Dataset: Catalyst prediction with 721,799 reactions and 888 catalyst types from USPTO. Task: Predict which catalyst facilitates the given reaction. (1) Reactant: [Li]CCCC.[CH3:6][C@@H:7]1[C@H:11]([C:12]2[CH:17]=[CH:16][CH:15]=[CH:14][CH:13]=2)[O:10][C:9](=[O:18])[NH:8]1.ClC1C=CC(CCC(Cl)=O)=CC=1. Product: [CH3:6][CH:7]1[CH:11]([C:12]2[CH:17]=[CH:16][CH:15]=[CH:14][CH:13]=2)[O:10][C:9](=[O:18])[NH:8]1. The catalyst class is: 1. (2) Reactant: C([O:8][C:9](=[O:50])[CH2:10][CH:11]([NH:21][C:22]([CH:24]1[N:29]2[C:30](=[O:49])[CH:31]([NH:36][C:37]([C:39]3[CH:48]=[CH:47][C:46]4[C:41](=[CH:42][CH:43]=[CH:44][CH:45]=4)[CH:40]=3)=[O:38])[CH2:32][CH:33]=[CH:34][CH2:35][CH:28]2[CH2:27][CH2:26][CH2:25]1)=[O:23])[CH2:12][O:13][Si:14]([C:17]([CH3:20])([CH3:19])[CH3:18])([CH3:16])[CH3:15])C1C=CC=CC=1.O. Product: [C:17]([Si:14]([CH3:16])([CH3:15])[O:13][CH2:12][CH:11]([NH:21][C:22]([CH:24]1[N:29]2[C:30](=[O:49])[CH:31]([NH:36][C:37]([C:39]3[CH:48]=[CH:47][C:46]4[C:41](=[CH:42][CH:43]=[CH:44][CH:45]=4)[CH:40]=3)=[O:38])[CH2:32][CH:33]=[CH:34][CH2:35][CH:28]2[CH2:27][CH2:26][CH2:25]1)=[O:23])[CH2:10][C:9]([OH:50])=[O:8])([CH3:19])([CH3:18])[CH3:20]. The catalyst class is: 273. (3) Reactant: [NH3:1].Cl[C:3]1[C:8]2[C:9](=[O:25])[N:10]([C:15]3[CH:16]=[CH:17][C:18]([O:23][CH3:24])=[C:19]([CH:22]=3)[C:20]#[N:21])[CH2:11][C@@H:12]([CH3:14])[O:13][C:7]=2[N:6]=[CH:5][N:4]=1. Product: [NH2:1][C:3]1[C:8]2[C:9](=[O:25])[N:10]([C:15]3[CH:16]=[CH:17][C:18]([O:23][CH3:24])=[C:19]([CH:22]=3)[C:20]#[N:21])[CH2:11][C@@H:12]([CH3:14])[O:13][C:7]=2[N:6]=[CH:5][N:4]=1. The catalyst class is: 12. (4) Reactant: [NH2:1][C:2]1[N:6]([CH3:7])[C:5]([C:8]#[N:9])=[CH:4][CH:3]=1.[CH2:10]([N:12]1[C:21]2[C:16](=[CH:17][C:18]([NH:22][C:23]([CH2:25][CH:26]([CH3:31])[CH2:27][C:28](O)=[O:29])=[O:24])=[CH:19][CH:20]=2)[C:15](=[O:32])[N:14]([CH2:33][CH3:34])[C:13]1=[O:35])[CH3:11].CCN(C(C)C)C(C)C.C(P1(=O)OP(CCC)(=O)OP(CCC)(=O)O1)CC. Product: [C:8]([C:5]1[N:6]([CH3:7])[C:2]([NH:1][C:28](=[O:29])[CH2:27][CH:26]([CH3:31])[CH2:25][C:23]([NH:22][C:18]2[CH:17]=[C:16]3[C:21](=[CH:20][CH:19]=2)[N:12]([CH2:10][CH3:11])[C:13](=[O:35])[N:14]([CH2:33][CH3:34])[C:15]3=[O:32])=[O:24])=[CH:3][CH:4]=1)#[N:9]. The catalyst class is: 13. (5) Reactant: [Br:1][C:2]1[C:3]([F:11])=[C:4]([CH:8]=[CH:9][CH:10]=1)[C:5]([OH:7])=[O:6].OS(O)(=O)=O.[CH2:17](O)[CH3:18]. Product: [Br:1][C:2]1[C:3]([F:11])=[C:4]([CH:8]=[CH:9][CH:10]=1)[C:5]([O:7][CH2:17][CH3:18])=[O:6]. The catalyst class is: 25. (6) Reactant: [C:12]([O:11][C:9](O[C:9]([O:11][C:12]([CH3:15])([CH3:14])[CH3:13])=[O:10])=[O:10])([CH3:15])([CH3:14])[CH3:13].[NH2:16][C@H:17]([C:20]([OH:22])=[O:21])[CH2:18][OH:19].[OH-].[Na+]. Product: [C:9]([NH:16][C@H:17]([C:20]([OH:22])=[O:21])[CH2:18][OH:19])([O:11][C:12]([CH3:13])([CH3:14])[CH3:15])=[O:10]. The catalyst class is: 12.